Dataset: Forward reaction prediction with 1.9M reactions from USPTO patents (1976-2016). Task: Predict the product of the given reaction. (1) Given the reactants C([N:8]1[C:13]2[CH:14]=[CH:15][CH:16]=[CH:17][C:12]=2[C:11](=[O:18])[CH2:10][S:9]1(=[O:20])=[O:19])C1C=CC=CC=1.[C:21]([O:25][C:26]([N:28]1[CH2:33][CH2:32][C:31](=O)[CH2:30][CH2:29]1)=[O:27])([CH3:24])([CH3:23])[CH3:22].N1CCCCC1.[H][H], predict the reaction product. The product is: [C:21]([O:25][C:26]([N:28]1[CH2:33][CH2:32][CH:31]([CH:10]2[C:11](=[O:18])[C:12]3[CH:17]=[CH:16][CH:15]=[CH:14][C:13]=3[NH:8][S:9]2(=[O:19])=[O:20])[CH2:30][CH2:29]1)=[O:27])([CH3:24])([CH3:22])[CH3:23]. (2) The product is: [Cl:1][C:2]1[CH:15]=[CH:14][CH:13]=[CH:12][C:3]=1[CH2:4][NH:5][C:6]1[S:7][C:8](=[CH:35][C:32]2[CH:31]=[CH:30][C:29]3[C:34](=[C:25]([O:24][CH:21]([CH3:23])[CH3:22])[CH:26]=[CH:27][N:28]=3)[N:33]=2)[C:9](=[O:11])[N:10]=1. Given the reactants [Cl:1][C:2]1[CH:15]=[CH:14][CH:13]=[CH:12][C:3]=1[CH2:4][NH:5][C:6]1[S:7][CH2:8][C:9](=[O:11])[N:10]=1.C(O[Na])(C)=O.[CH:21]([O:24][C:25]1[CH:26]=[CH:27][N:28]=[C:29]2[C:34]=1[N:33]=[C:32]([CH:35]=O)[CH:31]=[CH:30]2)([CH3:23])[CH3:22], predict the reaction product. (3) Given the reactants [CH3:1][O:2][C:3]1[C:4]2[N:11]=[C:10]([N:12]=[C:13](SC)SC)[S:9][C:5]=2[N:6]=[CH:7][N:8]=1.Cl.Cl.[NH2:20][CH2:21][C@@:22]1([OH:30])[CH:27]2[CH2:28][CH2:29][N:24]([CH2:25][CH2:26]2)[CH2:23]1.C(=O)([O-])[O-].[Cs+].[Cs+].O, predict the reaction product. The product is: [CH3:1][O:2][C:3]1[C:4]2[N:11]=[C:10]([NH:12][C:13]3[O:30][C@:22]4([CH2:21][N:20]=3)[CH:27]3[CH2:28][CH2:29][N:24]([CH2:25][CH2:26]3)[CH2:23]4)[S:9][C:5]=2[N:6]=[CH:7][N:8]=1. (4) Given the reactants [C:1]([O:5][C:6]([N:8]1[CH2:13][CH2:12][CH:11]([N:14]2[CH:18]=[C:17](B3OC(C)(C)C(C)(C)O3)[C:16]([C:28]3[CH:33]=[CH:32][CH:31]=[C:30]([N:34]([S:38]([C:41]4[CH:46]=[C:45]([F:47])[CH:44]=[CH:43][C:42]=4[F:48])(=[O:40])=[O:39])[CH2:35][O:36][CH3:37])[C:29]=3[F:49])=[N:15]2)[CH2:10][CH2:9]1)=[O:7])([CH3:4])([CH3:3])[CH3:2].I[C:51]1[CH:59]=[CH:58][N:57]=[C:56]2[C:52]=1[CH:53]=[CH:54][NH:55]2.C(=O)([O-])[O-].[Cs+].[Cs+].C(Cl)Cl, predict the reaction product. The product is: [C:1]([O:5][C:6]([N:8]1[CH2:13][CH2:12][CH:11]([N:14]2[CH:18]=[C:17]([C:51]3[CH:59]=[CH:58][N:57]=[C:56]4[NH:55][CH:54]=[CH:53][C:52]=34)[C:16]([C:28]3[CH:33]=[CH:32][CH:31]=[C:30]([N:34]([S:38]([C:41]4[CH:46]=[C:45]([F:47])[CH:44]=[CH:43][C:42]=4[F:48])(=[O:40])=[O:39])[CH2:35][O:36][CH3:37])[C:29]=3[F:49])=[N:15]2)[CH2:10][CH2:9]1)=[O:7])([CH3:4])([CH3:3])[CH3:2]. (5) Given the reactants N#N.[NH:3]1[C:7]2[CH:8]=[CH:9][CH:10]=[CH:11][C:6]=2[N:5]=[C:4]1[CH:12]([NH2:24])[CH2:13][C:14]1[C:19]([F:20])=[CH:18][C:17]([O:21][CH3:22])=[CH:16][C:15]=1[F:23].[C:25](N1C=CN=C1)(N1C=CN=C1)=[O:26].O, predict the reaction product. The product is: [F:20][C:19]1[CH:18]=[C:17]([O:21][CH3:22])[CH:16]=[C:15]([F:23])[C:14]=1[CH2:13][CH:12]1[C:4]2=[N:5][C:6]3[CH:11]=[CH:10][CH:9]=[CH:8][C:7]=3[N:3]2[C:25](=[O:26])[NH:24]1.